Dataset: Reaction yield outcomes from USPTO patents with 853,638 reactions. Task: Predict the reaction yield, written as a fraction of the theoretical maximum amount of product (1.0 means a 100% yield; for example, 0.34 means a 34% yield). The reactants are [Cl:1][C:2]1[C:3]([O:22][CH3:23])=[CH:4][CH:5]=[C:6]2[C:11]=1[N:10]=[C:9]([C:12]1[S:13][CH:14]=[C:15]([C:17]([F:20])([F:19])[F:18])[N:16]=1)[CH:8]=[C:7]2O.O=P(Cl)(Cl)[Cl:26]. No catalyst specified. The product is [Cl:26][C:7]1[C:6]2[C:11](=[C:2]([Cl:1])[C:3]([O:22][CH3:23])=[CH:4][CH:5]=2)[N:10]=[C:9]([C:12]2[S:13][CH:14]=[C:15]([C:17]([F:20])([F:19])[F:18])[N:16]=2)[CH:8]=1. The yield is 0.980.